From a dataset of Full USPTO retrosynthesis dataset with 1.9M reactions from patents (1976-2016). Predict the reactants needed to synthesize the given product. The reactants are: [F:1][C:2]1[CH:7]=[CH:6][C:5]([C:8]2[C:16]3[C:11](=[CH:12][CH:13]=[C:14]([C:17]([OH:19])=O)[CH:15]=3)[NH:10][N:9]=2)=[CH:4][CH:3]=1.O.ON1C2C=CC=CC=2N=N1.Cl.CN(C)CCCN=C=NCC.[CH2:43]([NH2:49])[CH:44]1[O:48][CH2:47][CH2:46][CH2:45]1. Given the product [F:1][C:2]1[CH:3]=[CH:4][C:5]([C:8]2[C:16]3[C:11](=[CH:12][CH:13]=[C:14]([C:17]([NH:49][CH2:43][CH:44]4[CH2:45][CH2:46][CH2:47][O:48]4)=[O:19])[CH:15]=3)[NH:10][N:9]=2)=[CH:6][CH:7]=1, predict the reactants needed to synthesize it.